Dataset: Forward reaction prediction with 1.9M reactions from USPTO patents (1976-2016). Task: Predict the product of the given reaction. (1) The product is: [CH2:20]([N:12]1[C@@H:13]2[C@H:8]([C:7]3[CH:16]=[CH:17][C:4]([N+:1]([O-:3])=[O:2])=[CH:5][C:6]=3[CH2:15][CH2:14]2)[CH2:9][CH2:10][CH2:11]1)[CH:19]=[CH2:18]. Given the reactants [N+:1]([C:4]1[CH:17]=[CH:16][C:7]2[C@H:8]3[C@H:13]([CH2:14][CH2:15][C:6]=2[CH:5]=1)[NH:12][CH2:11][CH2:10][CH2:9]3)([O-:3])=[O:2].[CH2:18](Br)[CH:19]=[CH2:20], predict the reaction product. (2) Given the reactants Br[C:2]1[CH:7]=[CH:6][C:5]([S:8]([NH:11][C:12]2[C:21]([F:22])=[C:20]([F:23])[C:15]([C:16]([O:18][CH3:19])=[O:17])=[C:14]([F:24])[C:13]=2[F:25])(=[O:10])=[O:9])=[CH:4][CH:3]=1.[CH2:26]([C:28]1[N:33]=[CH:32][C:31](B2OC(C)(C)C(C)(C)O2)=[CH:30][N:29]=1)[CH3:27].C(=O)([O-])[O-].[Na+].[Na+], predict the reaction product. The product is: [CH2:26]([C:28]1[N:33]=[CH:32][C:31]([C:2]2[CH:7]=[CH:6][C:5]([S:8]([NH:11][C:12]3[C:13]([F:25])=[C:14]([F:24])[C:15]([C:16]([O:18][CH3:19])=[O:17])=[C:20]([F:23])[C:21]=3[F:22])(=[O:9])=[O:10])=[CH:4][CH:3]=2)=[CH:30][N:29]=1)[CH3:27]. (3) Given the reactants [CH3:1][O:2][C:3]([C:5]1[CH:6]=[C:7]([C:12]2[CH:17]=[CH:16][C:15]([CH3:18])=[CH:14][CH:13]=2)[CH:8]=[C:9]([NH2:11])[CH:10]=1)=[O:4].[Br:19][C:20]1[CH:25]=[CH:24][CH:23]=[CH:22][C:21]=1[CH2:26][C:27](Cl)=[O:28], predict the reaction product. The product is: [CH3:1][O:2][C:3]([C:5]1[CH:6]=[C:7]([C:12]2[CH:17]=[CH:16][C:15]([CH3:18])=[CH:14][CH:13]=2)[CH:8]=[C:9]([NH:11][C:27](=[O:28])[CH2:26][C:21]2[CH:22]=[CH:23][CH:24]=[CH:25][C:20]=2[Br:19])[CH:10]=1)=[O:4]. (4) Given the reactants C(OC(=O)[NH:7][CH2:8][CH2:9][O:10][C:11]1[C:12]([Cl:30])=[CH:13][C:14]2[C:18]([C:19](=[O:21])[NH2:20])=[C:17]([NH:22][C:23]([CH:25]3[CH2:27][CH2:26]3)=[O:24])[S:16][C:15]=2[C:28]=1[Cl:29])(C)(C)C.C(OCC)(=O)C.Cl, predict the reaction product. The product is: [ClH:29].[NH2:7][CH2:8][CH2:9][O:10][C:11]1[C:12]([Cl:30])=[CH:13][C:14]2[C:18]([C:19]([NH2:20])=[O:21])=[C:17]([NH:22][C:23]([CH:25]3[CH2:26][CH2:27]3)=[O:24])[S:16][C:15]=2[C:28]=1[Cl:29]. (5) Given the reactants C(O[BH-](OC(=O)C)OC(=O)C)(=O)C.[Na+].[NH:15]1[CH2:20][CH2:19][C:18]2([C:28]3[C:23](=[CH:24][CH:25]=[CH:26][CH:27]=3)[C:22](=[O:29])[NH:21]2)[CH2:17][CH2:16]1.[CH:30]12[CH2:36][CH:33]([CH:34]=[CH:35]1)[CH2:32][CH:31]2[CH:37]=O.C(O)(C(F)(F)F)=O, predict the reaction product. The product is: [CH:30]12[CH2:36][CH:33]([CH:34]=[CH:35]1)[CH2:32][CH:31]2[CH2:37][N:15]1[CH2:20][CH2:19][C:18]2([C:28]3[C:23](=[CH:24][CH:25]=[CH:26][CH:27]=3)[C:22](=[O:29])[NH:21]2)[CH2:17][CH2:16]1.